This data is from Reaction yield outcomes from USPTO patents with 853,638 reactions. The task is: Predict the reaction yield, written as a fraction of the theoretical maximum amount of product (1.0 means a 100% yield; for example, 0.34 means a 34% yield). (1) The reactants are [CH2:1]([O:3][C:4]([C:6]1[CH:7]=[N:8][C:9]2[C:14]([C:15]=1Cl)=[CH:13][CH:12]=[CH:11][C:10]=2[N+:17]([O-])=O)=[O:5])[CH3:2].[F:20][C:21]([F:31])([F:30])[C:22]1[CH:23]=[C:24]([CH:27]=[CH:28][CH:29]=1)[CH2:25][NH2:26]. No catalyst specified. The product is [CH2:1]([O:3][C:4]([C:6]1[CH:7]=[N:8][C:9]2[C:14]([C:15]=1[NH:26][CH2:25][C:24]1[CH:27]=[CH:28][CH:29]=[C:22]([C:21]([F:20])([F:30])[F:31])[CH:23]=1)=[CH:13][CH:12]=[CH:11][C:10]=2[NH2:17])=[O:5])[CH3:2]. The yield is 0.800. (2) The reactants are [Cr](Cl)([O-])(=O)=O.[NH+]1C=CC=CC=1.[CH3:12][C@H:13]([C@H:16]([CH3:20])[CH2:17][CH2:18][CH3:19])[CH2:14][OH:15]. The catalyst is ClCCl. The product is [CH3:12][C@H:13]([C@H:16]([CH3:20])[CH2:17][CH2:18][CH3:19])[CH:14]=[O:15]. The yield is 0.840.